This data is from Catalyst prediction with 721,799 reactions and 888 catalyst types from USPTO. The task is: Predict which catalyst facilitates the given reaction. (1) Reactant: [H-].[Na+].[CH3:3][C:4]1[CH:5]=[C:6]([OH:11])[CH:7]=[C:8]([CH3:10])[CH:9]=1.[Cl:12][CH:13]([C:17]1[CH:22]=[CH:21][CH:20]=[CH:19][CH:18]=1)[C:14](Cl)=[O:15].O. Product: [Cl:12][CH:13]([C:17]1[CH:22]=[CH:21][CH:20]=[CH:19][CH:18]=1)[C:14]([O:11][C:6]1[CH:7]=[C:8]([CH3:10])[CH:9]=[C:4]([CH3:3])[CH:5]=1)=[O:15]. The catalyst class is: 3. (2) Reactant: [CH3:1][C:2]1[CH2:11][CH2:10][C:6](=[C:7]([CH3:9])[CH3:8])[C:4](=[O:5])[CH:3]=1.CC(C1C(OC)=C(C(C)(C)C)C=C(P(C2C=C(C(C)(C)C)C(OC)=C(C(C)(C)C)C=2)C2C=CC3OCOC=3C=2C2C3OCOC=3C=CC=2P(C2C=C(C(C)(C)C)C(OC)=C(C(C)(C)C)C=2)C2C=C(C(C)(C)C)C(OC)=C(C(C)(C)C)C=2)C=1)(C)C.[H][H]. The catalyst class is: 13. Product: [CH3:1][CH:2]1[CH2:3][CH:4]([OH:5])[C:6](=[C:7]([CH3:8])[CH3:9])[CH2:10][CH2:11]1. (3) Reactant: [Cl:1][C:2]1[CH:7]=[C:6]([CH3:8])[CH:5]=[CH:4][C:3]=1[OH:9].C(OC(C)C)(C)C.S(=O)(=O)(O)O.[N:22]([O-:24])=[O:23].[Na+]. Product: [Cl:1][C:2]1[CH:7]=[C:6]([CH3:8])[CH:5]=[C:4]([N+:22]([O-:24])=[O:23])[C:3]=1[OH:9]. The catalyst class is: 6. (4) The catalyst class is: 3. Product: [N:1]1[N:5]2[CH:6]=[CH:7][CH:8]=[N:9][C:4]2=[C:3]([C:10]([Cl:15])=[O:12])[CH:2]=1. Reactant: [N:1]1[N:5]2[CH:6]=[CH:7][CH:8]=[N:9][C:4]2=[C:3]([C:10]([OH:12])=O)[CH:2]=1.S(Cl)([Cl:15])=O. (5) Reactant: [CH3:1][S:2]([CH2:5][N:6]1[C:14]2[CH:13]=[C:12]([NH:15][C:16](=[O:22])OC(C)(C)C)[N:11]=[CH:10][C:9]=2[CH:8]=[CH:7]1)(=[O:4])=[O:3].N1C=CC=CC=1.ClC([C:32]1[CH:41]=[CH:40][C:35]([C:36]([O:38][CH3:39])=[O:37])=[CH:34][CH:33]=1)=O. Product: [CH3:1][S:2]([CH2:5][N:6]1[C:14]2[CH:13]=[C:12]([NH:15][C:16]([C:32]3[CH:41]=[CH:40][C:35]([C:36]([O:38][CH3:39])=[O:37])=[CH:34][CH:33]=3)=[O:22])[N:11]=[CH:10][C:9]=2[CH:8]=[CH:7]1)(=[O:3])=[O:4]. The catalyst class is: 89. (6) Reactant: [NH2:1][C:2]1[CH:3]=[C:4]([CH:7]=[CH:8][C:9]=1[NH2:10])[C:5]#[N:6].O=C1[N:16](P(Cl)(N2CCOC2=O)=O)[CH2:15][CH2:14]O1.C(NCC(O)=O)(OCC1C=CC=CC=1)=O.C(N(CC)C(C)C)(C)C. Product: [NH2:16][CH2:15][C:14]1[NH:10][C:9]2[CH:8]=[CH:7][C:4]([C:5]#[N:6])=[CH:3][C:2]=2[N:1]=1. The catalyst class is: 647. (7) Reactant: P(Br)(Br)[Br:2].[F:5][C:6]([F:25])([F:24])[O:7][C:8]1[CH:13]=[CH:12][C:11](/[CH:14]=[CH:15]/[C:16]2[CH:21]=[CH:20][C:19]([CH2:22]O)=[CH:18][CH:17]=2)=[CH:10][CH:9]=1. Product: [Br:2][CH2:22][C:19]1[CH:20]=[CH:21][C:16](/[CH:15]=[CH:14]/[C:11]2[CH:12]=[CH:13][C:8]([O:7][C:6]([F:25])([F:24])[F:5])=[CH:9][CH:10]=2)=[CH:17][CH:18]=1. The catalyst class is: 2.